Dataset: Catalyst prediction with 721,799 reactions and 888 catalyst types from USPTO. Task: Predict which catalyst facilitates the given reaction. (1) Reactant: [CH:1]1[C:2]2[N:3]([CH:7]=[CH:8][CH:9]=2)[CH:4]=[CH:5][N:6]=1.Cl.[CH2:11]=[O:12].[OH-].[Na+]. Product: [CH:1]1[C:2]2[N:3]([C:7]([CH:11]=[O:12])=[CH:8][CH:9]=2)[CH:4]=[CH:5][N:6]=1. The catalyst class is: 6. (2) Reactant: [Cl:1][C:2]1[CH:7]=[C:6](Cl)[N:5]=[C:4]([C:9]2[CH:14]=[CH:13][CH:12]=[CH:11][CH:10]=2)[N:3]=1.[NH3:15].O. Product: [Cl:1][C:2]1[N:3]=[C:4]([C:9]2[CH:14]=[CH:13][CH:12]=[CH:11][CH:10]=2)[N:5]=[C:6]([NH2:15])[CH:7]=1. The catalyst class is: 16. (3) Reactant: CC(C[AlH]CC(C)C)C.CCCCCC.[CH3:16][C:17]1[N:18]([C:23]2[N:28]=[C:27]([C:29]3[CH:36]=[CH:35][C:32]([C:33]#N)=[CH:31][CH:30]=3)[CH:26]=[C:25]([CH3:37])[CH:24]=2)[C:19]([CH3:22])=[CH:20][CH:21]=1.Cl.C([O:41]CC)C. Product: [CH3:16][C:17]1[N:18]([C:23]2[N:28]=[C:27]([C:29]3[CH:36]=[CH:35][C:32]([CH:33]=[O:41])=[CH:31][CH:30]=3)[CH:26]=[C:25]([CH3:37])[CH:24]=2)[C:19]([CH3:22])=[CH:20][CH:21]=1. The catalyst class is: 2. (4) Reactant: [NH2:1][C:2]1[C:3]([C:17]([NH2:19])=[O:18])=[N:4][N:5]([C:7]2[CH:16]=[CH:15][C:10]([C:11]([O:13][CH3:14])=[O:12])=[CH:9][CH:8]=2)[CH:6]=1.[O-:20][C:21]#[N:22].[Na+]. Product: [NH2:19][C:17]([C:3]1[C:2]([NH:1][C:21]([NH2:22])=[O:20])=[CH:6][N:5]([C:7]2[CH:16]=[CH:15][C:10]([C:11]([O:13][CH3:14])=[O:12])=[CH:9][CH:8]=2)[N:4]=1)=[O:18]. The catalyst class is: 86. (5) Product: [C:1]([O:5][C:6](=[O:10])[C:7]([Cl:9])=[O:8])([CH3:4])([CH3:3])[CH3:2]. Reactant: [C:1]([OH:5])([CH3:4])([CH3:3])[CH3:2].[C:6](Cl)(=[O:10])[C:7]([Cl:9])=[O:8]. The catalyst class is: 2.